This data is from Merck oncology drug combination screen with 23,052 pairs across 39 cell lines. The task is: Regression. Given two drug SMILES strings and cell line genomic features, predict the synergy score measuring deviation from expected non-interaction effect. (1) Drug 1: CN(C)C(=N)N=C(N)N. Drug 2: CCN(CC)CCNC(=O)c1c(C)[nH]c(C=C2C(=O)Nc3ccc(F)cc32)c1C. Cell line: EFM192B. Synergy scores: synergy=13.6. (2) Drug 1: CN1C(=O)C=CC2(C)C3CCC4(C)C(NC(=O)OCC(F)(F)F)CCC4C3CCC12. Drug 2: O=c1[nH]cc(F)c(=O)[nH]1. Cell line: HT144. Synergy scores: synergy=-7.53.